Dataset: Forward reaction prediction with 1.9M reactions from USPTO patents (1976-2016). Task: Predict the product of the given reaction. (1) Given the reactants [CH3:1][C:2]([C:14]1[CH:19]=[CH:18][C:17]([N+:20]([O-:22])=[O:21])=[CH:16][N:15]=1)(C(OC)=O)[C:3]([O:5][C:6](C)(C)C)=[O:4].C(O)(C(F)(F)F)=O, predict the reaction product. The product is: [N+:20]([C:17]1[CH:18]=[CH:19][C:14]([CH:2]([CH3:1])[C:3]([O:5][CH3:6])=[O:4])=[N:15][CH:16]=1)([O-:22])=[O:21]. (2) Given the reactants [C:1](N1C=CN=C1)([N:3]1[CH:7]=[CH:6][N:5]=C1)=[O:2].[NH2:13][C:14]1[N:23]=[C:22]([C:24]([N:26]2[CH2:34][C:33]3[C:28](=[CH:29][CH:30]=[CH:31][CH:32]=3)[CH2:27]2)=[O:25])[C:21]2[C:16](=[CH:17][CH:18]=[C:19]([C:35]3[CH:40]=[C:39]([F:41])[C:38]([F:42])=[CH:37][C:36]=3[CH2:43][OH:44])[CH:20]=2)[N:15]=1.C(NCCN)(OC(C)(C)C)=O.Cl.C(=O)(O)[O-], predict the reaction product. The product is: [NH2:5][CH2:6][CH2:7][NH:3][C:1](=[O:2])[O:44][CH2:43][C:36]1[CH:37]=[C:38]([F:42])[C:39]([F:41])=[CH:40][C:35]=1[C:19]1[CH:20]=[C:21]2[C:16](=[CH:17][CH:18]=1)[N:15]=[C:14]([NH2:13])[N:23]=[C:22]2[C:24]([N:26]1[CH2:27][C:28]2[C:33](=[CH:32][CH:31]=[CH:30][CH:29]=2)[CH2:34]1)=[O:25]. (3) Given the reactants Br[C:2]1[CH:11]=[CH:10][C:5]([C:6]([O:8][CH3:9])=[O:7])=[CH:4][C:3]=1[F:12].[CH:13]([Sn](CCCC)(CCCC)CCCC)=[CH2:14], predict the reaction product. The product is: [F:12][C:3]1[CH:4]=[C:5]([CH:10]=[CH:11][C:2]=1[CH:13]=[CH2:14])[C:6]([O:8][CH3:9])=[O:7]. (4) Given the reactants CC(C)[C@H](N1CC2C(=CC(C3C=CC(NS(C4C=CC=CC=4)(=O)=O)=CC=3)=CC=2)C1=O)C(O)=O.[F:34][C:35]1[CH:36]=[C:37]([S:42]([NH:45][C:46]2[CH:51]=[CH:50][C:49]([C:52]3[CH:60]=[C:59]4[C:55]([CH2:56][N:57]([C@@H:62]([CH:67]([CH3:69])[CH3:68])[C:63]([O:65]C)=[O:64])[C:58]4=[O:61])=[CH:54][CH:53]=3)=[CH:48][CH:47]=2)(=[O:44])=[O:43])[CH:38]=[CH:39][C:40]=1[F:41], predict the reaction product. The product is: [F:34][C:35]1[CH:36]=[C:37]([S:42]([NH:45][C:46]2[CH:47]=[CH:48][C:49]([C:52]3[CH:60]=[C:59]4[C:55]([CH2:56][N:57]([C@@H:62]([CH:67]([CH3:69])[CH3:68])[C:63]([OH:65])=[O:64])[C:58]4=[O:61])=[CH:54][CH:53]=3)=[CH:50][CH:51]=2)(=[O:44])=[O:43])[CH:38]=[CH:39][C:40]=1[F:41]. (5) Given the reactants [Br:1][C:2]1[CH:9]=[CH:8][CH:7]=[CH:6][C:3]=1[CH:4]=O.[CH:10]1([NH2:13])[CH2:12][CH2:11]1, predict the reaction product. The product is: [Br:1][C:2]1[CH:9]=[CH:8][CH:7]=[CH:6][C:3]=1[CH2:4][NH:13][CH:10]1[CH2:12][CH2:11]1. (6) Given the reactants [H-].[Na+].[I-].[Na+].[CH2:5]([O:7][CH:8]([O:10][CH2:11][C@@H:12]1[NH:16][C:15](=[O:17])[CH2:14][CH2:13]1)[CH3:9])[CH3:6].Br[CH2:19][CH2:20][CH2:21][CH2:22][CH2:23][CH2:24][C:25]([O:27][CH3:28])=[O:26].Cl, predict the reaction product. The product is: [CH2:5]([O:7][CH:8]([O:10][CH2:11][C@H:12]1[CH2:13][CH2:14][C:15](=[O:17])[N:16]1[CH2:19][CH2:20][CH2:21][CH2:22][CH2:23][CH2:24][C:25]([O:27][CH3:28])=[O:26])[CH3:9])[CH3:6]. (7) Given the reactants Cl[C:2]1[N:3]=[N:4][C:5]([C:8]2[CH:13]=[C:12]([F:14])[CH:11]=[C:10]([F:15])[CH:9]=2)=[CH:6][CH:7]=1.[OH-:16].[Na+], predict the reaction product. The product is: [F:15][C:10]1[CH:9]=[C:8]([C:5]2[CH:6]=[CH:7][C:2](=[O:16])[NH:3][N:4]=2)[CH:13]=[C:12]([F:14])[CH:11]=1. (8) Given the reactants [C:1](O)(=O)C(O)=O.[CH3:7][O:8][C:9]1[CH:10]=[C:11]([CH2:17][C@:18]2([CH2:32][CH2:33][C:34]([O:36][C:37]([CH3:40])([CH3:39])[CH3:38])=[O:35])[C:27]3[C:22](=[CH:23][C:24]([O:30][CH3:31])=[C:25]([O:28][CH3:29])[CH:26]=3)[CH2:21][CH2:20][NH:19]2)[CH:12]=[CH:13][C:14]=1[O:15][CH3:16].[OH-].[NH4+].C1(C)C=CC=CC=1.[I:50]C, predict the reaction product. The product is: [I-:50].[CH3:7][O:8][C:9]1[CH:10]=[C:11]([CH2:17][C@:18]2([CH2:32][CH2:33][C:34]([O:36][C:37]([CH3:40])([CH3:39])[CH3:38])=[O:35])[C:27]3[C:22](=[CH:23][C:24]([O:30][CH3:31])=[C:25]([O:28][CH3:29])[CH:26]=3)[CH2:21][CH2:20][NH+:19]2[CH3:1])[CH:12]=[CH:13][C:14]=1[O:15][CH3:16]. (9) Given the reactants [NH2:1][CH:2]1[C:8]2=[N:9][C:10]([C:14]3[CH:19]=[CH:18][N:17]=[CH:16][N:15]=3)=[CH:11][C:12](=[O:13])[N:7]2[CH2:6][CH2:5][O:4][CH2:3]1.[N:20]1[CH:25]=[CH:24][CH:23]=[CH:22][C:21]=1[CH:26]=O.C(O[BH-](OC(=O)C)OC(=O)C)(=O)C.[Na+].C(O)(=O)C, predict the reaction product. The product is: [N:20]1[CH:25]=[CH:24][CH:23]=[CH:22][C:21]=1[CH2:26][NH:1][CH:2]1[C:8]2=[N:9][C:10]([C:14]3[CH:19]=[CH:18][N:17]=[CH:16][N:15]=3)=[CH:11][C:12](=[O:13])[N:7]2[CH2:6][CH2:5][O:4][CH2:3]1.